From a dataset of Forward reaction prediction with 1.9M reactions from USPTO patents (1976-2016). Predict the product of the given reaction. (1) Given the reactants Cl[C:2]1[C:11]2[C:6](=[CH:7][C:8]([O:12][CH3:13])=[CH:9][CH:10]=2)[CH:5]=[C:4]([NH:14][C:15]2[CH:19]=[CH:18][NH:17][N:16]=2)[N:3]=1.[F:20][C:21]1[CH:26]=[CH:25][C:24](B(O)O)=[CH:23][CH:22]=1, predict the reaction product. The product is: [F:20][C:21]1[CH:26]=[CH:25][C:24]([C:2]2[C:11]3[C:6](=[CH:7][C:8]([O:12][CH3:13])=[CH:9][CH:10]=3)[CH:5]=[C:4]([NH:14][C:15]3[CH:19]=[CH:18][NH:17][N:16]=3)[N:3]=2)=[CH:23][CH:22]=1. (2) The product is: [CH3:1][O:2][C:3]([C:5]1[CH:14]=[CH:13][C:12]2[C:7](=[CH:8][CH:9]=[C:10]([OH:15])[CH:11]=2)[CH:6]=1)=[O:4]. Given the reactants [CH3:1][O:2][C:3]([C:5]1[CH:14]=[CH:13][C:12]2[C:7](=[CH:8][CH:9]=[C:10]([O:15]C)[CH:11]=2)[CH:6]=1)=[O:4].[Cl-].[Cl-].[Cl-].[Al+3].C(S)C.O, predict the reaction product. (3) Given the reactants [F:1][C:2]1[CH:7]=[CH:6][CH:5]=[CH:4][C:3]=1[C:8]1[CH:9]=[N:10][CH:11]=[CH:12][CH:13]=1.[B:14](OC)([O:17]C)[O:15]C, predict the reaction product. The product is: [F:1][C:2]1[C:3]([C:8]2[CH:9]=[N:10][CH:11]=[CH:12][CH:13]=2)=[CH:4][CH:5]=[CH:6][C:7]=1[B:14]([OH:17])[OH:15]. (4) Given the reactants [CH3:1][N:2]1[CH2:7][CH2:6][CH2:5][CH:4]([CH2:8][O:9][C:10]2[CH:15]=[CH:14][C:13]([NH2:16])=[CH:12][CH:11]=2)[CH2:3]1.[CH3:17][C:18]1[CH:26]=[CH:25][CH:24]=[C:23]2[C:19]=1[C:20](=[CH:28]O)[C:21](=[O:27])[NH:22]2, predict the reaction product. The product is: [CH3:17][C:18]1[CH:26]=[CH:25][CH:24]=[C:23]2[C:19]=1[C:20](=[CH:28][NH:16][C:13]1[CH:12]=[CH:11][C:10]([O:9][CH2:8][CH:4]3[CH2:5][CH2:6][CH2:7][N:2]([CH3:1])[CH2:3]3)=[CH:15][CH:14]=1)[C:21](=[O:27])[NH:22]2. (5) Given the reactants C([O:3][C:4](=[O:25])[C:5]([O:15][C:16]1[CH:24]=[CH:23][C:19]2[O:20][CH2:21][O:22][C:18]=2[CH:17]=1)([CH3:14])[CH2:6][C:7]1[CH:12]=[CH:11][C:10](O)=[CH:9][CH:8]=1)C.[CH3:26][C:27]1[O:31][C:30]([C:32]2[CH:37]=[CH:36][CH:35]=[C:34]([C:38]3[S:39][CH:40]=[CH:41][CH:42]=3)[CH:33]=2)=[N:29][C:28]=1[CH2:43][CH2:44][O:45]S(C1C=CC(C)=CC=1)(=O)=O.C([O-])([O-])=O.[K+].[K+].[OH-].[Na+], predict the reaction product. The product is: [O:20]1[C:19]2[CH:23]=[CH:24][C:16]([O:15][C:5]([CH3:14])([CH2:6][C:7]3[CH:12]=[CH:11][C:10]([O:45][CH2:44][CH2:43][C:28]4[N:29]=[C:30]([C:32]5[CH:37]=[CH:36][CH:35]=[C:34]([C:38]6[S:39][CH:40]=[CH:41][CH:42]=6)[CH:33]=5)[O:31][C:27]=4[CH3:26])=[CH:9][CH:8]=3)[C:4]([OH:25])=[O:3])=[CH:17][C:18]=2[O:22][CH2:21]1.